Task: Predict the reaction yield, written as a fraction of the theoretical maximum amount of product (1.0 means a 100% yield; for example, 0.34 means a 34% yield).. Dataset: Reaction yield outcomes from USPTO patents with 853,638 reactions (1) The reactants are [N+:1]([C:4]1[CH:9]=[CH:8][C:7]([N:10]2[CH2:15][CH:14]3[CH2:16][CH:11]2[C:12](=O)[CH2:13]3)=[CH:6][CH:5]=1)([O-:3])=[O:2].[O-]S([O-])(=O)=O.[Na+].[Na+].[C@@H:25]1([NH2:32])[CH2:30][CH2:29][CH2:28][CH2:27][C@H:26]1[NH2:31].C(O)(=O)C.C(O[BH-](OC(=O)C)OC(=O)C)(=O)C.[Na+]. The catalyst is C(Cl)Cl. The product is [N+:1]([C:4]1[CH:9]=[CH:8][C:7]([N:10]2[CH2:15][CH:14]3[CH2:16][CH:11]2[C@@H:12]([NH:31][C@@H:26]2[CH2:27][CH2:28][CH2:29][CH2:30][C@H:25]2[NH2:32])[CH2:13]3)=[CH:6][CH:5]=1)([O-:3])=[O:2]. The yield is 0.460. (2) The reactants are [CH3:1][O:2][C:3]1[C:12]([NH:13][C:14](=[O:18])OCC)=[N:11][C:10]2[C:5](=[CH:6][C:7]([CH3:20])=[C:8]([CH3:19])[CH:9]=2)[N:4]=1.[Cl:21][C:22]1[CH:23]=[C:24]([N:28]2[CH2:33][CH2:32][NH:31][CH2:30][CH2:29]2)[CH:25]=[CH:26][CH:27]=1. No catalyst specified. The product is [CH3:1][O:2][C:3]1[C:12]([NH:13][C:14]([N:31]2[CH2:30][CH2:29][N:28]([C:24]3[CH:25]=[CH:26][CH:27]=[C:22]([Cl:21])[CH:23]=3)[CH2:33][CH2:32]2)=[O:18])=[N:11][C:10]2[C:5](=[CH:6][C:7]([CH3:20])=[C:8]([CH3:19])[CH:9]=2)[N:4]=1. The yield is 0.710. (3) The reactants are [F:1][C:2]1[CH:7]=[CH:6][C:5]([CH2:8][C:9]([N:11]=[C:12]=[S:13])=[O:10])=[CH:4][CH:3]=1.C1(C)C=CC=CC=1.[NH2:21][C:22]1[CH:46]=[CH:45][C:25]([O:26][C:27]2[CH:32]=[C:31]([NH:33][C:34]([N:36]3[CH2:40][CH2:39][C@@H:38]([CH2:41][N:42]([CH3:44])[CH3:43])[CH2:37]3)=[O:35])[N:30]=[CH:29][N:28]=2)=[C:24]([F:47])[CH:23]=1.C12(CS(O)(=O)=O)C(C)(C)C(CC1)CC2=O. The catalyst is C(O)C. The product is [CH3:44][N:42]([CH2:41][C@@H:38]1[CH2:39][CH2:40][N:36]([C:34]([NH:33][C:31]2[CH:32]=[C:27]([O:26][C:25]3[CH:45]=[CH:46][C:22]([NH:21][C:12]([NH:11][C:9](=[O:10])[CH2:8][C:5]4[CH:4]=[CH:3][C:2]([F:1])=[CH:7][CH:6]=4)=[S:13])=[CH:23][C:24]=3[F:47])[N:28]=[CH:29][N:30]=2)=[O:35])[CH2:37]1)[CH3:43]. The yield is 0.380.